This data is from Full USPTO retrosynthesis dataset with 1.9M reactions from patents (1976-2016). The task is: Predict the reactants needed to synthesize the given product. Given the product [OH:26][C:27]1([C:30]([N:23]2[CH2:24][CH2:25][N:20]([C:18]([C:15]3[CH:16]=[CH:17][C:12]([N:4]4[C:5]5[C:10](=[CH:9][CH:8]=[CH:7][CH:6]=5)[CH:11]=[C:3]4[CH3:2])=[CH:13][CH:14]=3)=[O:19])[CH2:21][CH2:22]2)=[O:31])[CH2:29][CH2:28]1, predict the reactants needed to synthesize it. The reactants are: Cl.[CH3:2][C:3]1[N:4]([C:12]2[CH:17]=[CH:16][C:15]([C:18]([N:20]3[CH2:25][CH2:24][NH:23][CH2:22][CH2:21]3)=[O:19])=[CH:14][CH:13]=2)[C:5]2[C:10]([CH:11]=1)=[CH:9][CH:8]=[CH:7][CH:6]=2.[OH:26][C:27]1([C:30](O)=[O:31])[CH2:29][CH2:28]1.CN(C(ON1N=NC2C=CC=CC1=2)=[N+](C)C)C.F[P-](F)(F)(F)(F)F.CCN(C(C)C)C(C)C.